Dataset: Forward reaction prediction with 1.9M reactions from USPTO patents (1976-2016). Task: Predict the product of the given reaction. (1) The product is: [C:20]([CH:9]([NH:10][C:11]([C:13]1[CH:14]=[CH:15][C:16]([CH3:19])=[CH:17][CH:18]=1)=[O:12])[CH2:8][C:4]1[CH:5]=[CH:6][CH:7]=[C:2]([Br:1])[CH:3]=1)(=[O:22])[CH3:23]. Given the reactants [Br:1][C:2]1[CH:7]=[CH:6][CH:5]=[C:4]([CH2:8][CH:9]([C:20]([OH:22])=O)[NH:10][C:11]([C:13]2[CH:18]=[CH:17][C:16]([CH3:19])=[CH:15][CH:14]=2)=[O:12])[CH:3]=1.[C:23](OC(=O)C)(=O)C.O, predict the reaction product. (2) Given the reactants [CH2:1]([O:5][C:6]1[CH:7]=[C:8]([CH:30]=[CH:31][CH:32]=1)[C:9]([C:11]1[C:20]2[C:15](=[CH:16][C:17]([O:23][CH3:24])=[C:18]([O:21][CH3:22])[CH:19]=2)[C:14]([C:25]([O:27]CC)=[O:26])=[CH:13][N:12]=1)=[O:10])[CH2:2][CH2:3][CH3:4], predict the reaction product. The product is: [CH2:1]([O:5][C:6]1[CH:7]=[C:8]([CH:30]=[CH:31][CH:32]=1)[C:9]([C:11]1[C:20]2[C:15](=[CH:16][C:17]([O:23][CH3:24])=[C:18]([O:21][CH3:22])[CH:19]=2)[C:14]([C:25]([OH:27])=[O:26])=[CH:13][N:12]=1)=[O:10])[CH2:2][CH2:3][CH3:4]. (3) Given the reactants CN1CC[C:5]2([CH2:8][NH:7][CH2:6]2)CC1.C(OC([N:18]1[CH2:23][CH2:22][C:21](=O)[CH:20]([F:25])[CH2:19]1)=O)(C)(C)C.N1CCC1, predict the reaction product. The product is: [N:7]1([C@H:21]2[CH2:22][CH2:23][NH:18][CH2:19][C@H:20]2[F:25])[CH2:8][CH2:5][CH2:6]1. (4) Given the reactants [Cl:1][C:2]1[CH:3]=[C:4]([NH:8][C:9]2[N:10]([C:18]3[CH:23]=[CH:22][C:21]([Cl:24])=[CH:20][CH:19]=3)[N:11]=[C:12]3[C:17]=2[CH:16]=[CH:15][CH:14]=[CH:13]3)[CH:5]=[CH:6][CH:7]=1.[CH:25]1([N:31]=[C:32]=[O:33])[CH2:30][CH2:29][CH2:28][CH2:27][CH2:26]1, predict the reaction product. The product is: [Cl:1][C:2]1[CH:3]=[C:4]([N:8]([C:9]2[N:10]([C:18]3[CH:19]=[CH:20][C:21]([Cl:24])=[CH:22][CH:23]=3)[N:11]=[C:12]3[C:17]=2[CH:16]=[CH:15][CH:14]=[CH:13]3)[C:32]([NH:31][CH:25]2[CH2:30][CH2:29][CH2:28][CH2:27][CH2:26]2)=[O:33])[CH:5]=[CH:6][CH:7]=1. (5) The product is: [OH:3][N:2]=[C:6]([NH2:23])[CH2:7][CH2:8][CH2:9][CH2:10][CH2:11][CH2:12][CH2:13][CH2:14][CH2:15][CH2:16][CH2:17][CH2:18][CH2:19][CH2:20][CH2:21][CH3:22]. Given the reactants Cl.[NH2:2][OH:3].[OH-].[Na+].[C:6](#[N:23])[CH2:7][CH2:8][CH2:9][CH2:10][CH2:11][CH2:12][CH2:13][CH2:14][CH2:15][CH2:16][CH2:17][CH2:18][CH2:19][CH2:20][CH2:21][CH3:22], predict the reaction product.